From a dataset of Catalyst prediction with 721,799 reactions and 888 catalyst types from USPTO. Predict which catalyst facilitates the given reaction. Reactant: Br[C:2]1[N:3]=[CH:4][S:5][CH:6]=1.[C:7]([O:11][CH3:12])(=[O:10])[CH:8]=[CH2:9].C1(C)C=CC=CC=1P(C1C=CC=CC=1C)C1C=CC=CC=1C.C(N(CC)CC)C. Product: [S:5]1[CH:6]=[C:2](/[CH:9]=[CH:8]/[C:7]([O:11][CH3:12])=[O:10])[N:3]=[CH:4]1. The catalyst class is: 274.